This data is from Catalyst prediction with 721,799 reactions and 888 catalyst types from USPTO. The task is: Predict which catalyst facilitates the given reaction. (1) Reactant: [CH3:1][O:2][C:3]1[CH:4]=[C:5]([N:12]2[CH2:17][CH2:16][CH:15]([N:18]3[CH2:23][CH2:22][NH:21][CH2:20][CH2:19]3)[CH2:14][CH2:13]2)[CH:6]=[CH:7][C:8]=1[N+:9]([O-:11])=[O:10].O1CCOCC1.[CH:30]([S:32]([CH3:35])(=[O:34])=[O:33])=[CH2:31].C([O-])([O-])=O.[Na+].[Na+]. Product: [CH3:1][O:2][C:3]1[CH:4]=[C:5]([N:12]2[CH2:13][CH2:14][CH:15]([N:18]3[CH2:19][CH2:20][N:21]([CH2:31][CH2:30][S:32]([CH3:35])(=[O:34])=[O:33])[CH2:22][CH2:23]3)[CH2:16][CH2:17]2)[CH:6]=[CH:7][C:8]=1[N+:9]([O-:11])=[O:10]. The catalyst class is: 5. (2) Reactant: C([O:3][C:4](=[O:14])[CH2:5][C:6]1[CH:11]=[CH:10][CH:9]=[C:8]([CH2:12][OH:13])[CH:7]=1)C.[OH-].[Na+]. Product: [OH:13][CH2:12][C:8]1[CH:7]=[C:6]([CH2:5][C:4]([OH:14])=[O:3])[CH:11]=[CH:10][CH:9]=1. The catalyst class is: 5. (3) Reactant: [OH:1][C@@H:2]1[CH2:7][CH2:6][C@H:5]([N:8]2[CH2:12][CH2:11][C:10]3([CH2:17][CH2:16][CH2:15][N:14]([C:18]([O:20][CH2:21][C:22]4[CH:27]=[CH:26][CH:25]=[CH:24][CH:23]=4)=[O:19])[CH2:13]3)[C:9]2=[O:28])[CH2:4][CH2:3]1.N1C=CN=C1.[Si:34](Cl)([C:37]([CH3:40])([CH3:39])[CH3:38])([CH3:36])[CH3:35].CCCCCCC. Product: [Si:34]([O:1][C@@H:2]1[CH2:3][CH2:4][C@H:5]([N:8]2[CH2:12][CH2:11][C:10]3([CH2:17][CH2:16][CH2:15][N:14]([C:18]([O:20][CH2:21][C:22]4[CH:23]=[CH:24][CH:25]=[CH:26][CH:27]=4)=[O:19])[CH2:13]3)[C:9]2=[O:28])[CH2:6][CH2:7]1)([C:37]([CH3:40])([CH3:39])[CH3:38])([CH3:36])[CH3:35]. The catalyst class is: 9. (4) Reactant: F[C:2]1[CH:9]=[CH:8][C:5]([C:6]#[N:7])=[CH:4][CH:3]=1.[CH3:10][O:11][C:12]1[CH:18]=[CH:17][C:15]([NH2:16])=[CH:14][CH:13]=1.CC(C)([O-])C.[K+]. Product: [CH3:10][O:11][C:12]1[CH:18]=[CH:17][C:15]([NH:16][C:2]2[CH:9]=[CH:8][C:5]([C:6]#[N:7])=[CH:4][CH:3]=2)=[CH:14][CH:13]=1. The catalyst class is: 16.